From a dataset of Forward reaction prediction with 1.9M reactions from USPTO patents (1976-2016). Predict the product of the given reaction. (1) Given the reactants [Br:1][C:2]1[CH:9]=[C:8]([F:10])[CH:7]=[CH:6][C:3]=1[CH:4]=O.C1(P(C2C=CC=CC=2)(C2C=CC=CC=2)=[CH:18][C:19]([O:21][CH3:22])=[O:20])C=CC=CC=1, predict the reaction product. The product is: [Br:1][C:2]1[CH:9]=[C:8]([F:10])[CH:7]=[CH:6][C:3]=1/[CH:4]=[CH:18]/[C:19]([O:21][CH3:22])=[O:20]. (2) Given the reactants Br[C:2]1[CH:7]=[CH:6][C:5]([C@@H:8]([N:10]2[CH2:15][CH2:14][C@@:13]([C:19]3[CH:24]=[CH:23][C:22]([F:25])=[CH:21][CH:20]=3)([CH2:16][CH2:17][OH:18])[O:12][C:11]2=[O:26])[CH3:9])=[CH:4][CH:3]=1.[CH3:27][O:28][C:29]1[N:34]=[CH:33][C:32](B(O)O)=[CH:31][CH:30]=1, predict the reaction product. The product is: [F:25][C:22]1[CH:23]=[CH:24][C:19]([C@:13]2([CH2:16][CH2:17][OH:18])[O:12][C:11](=[O:26])[N:10]([C@H:8]([C:5]3[CH:6]=[CH:7][C:2]([C:32]4[CH:33]=[N:34][C:29]([O:28][CH3:27])=[CH:30][CH:31]=4)=[CH:3][CH:4]=3)[CH3:9])[CH2:15][CH2:14]2)=[CH:20][CH:21]=1. (3) Given the reactants C(O[C:6](=[O:23])[CH2:7][C:8]([C:10]1[CH:15]=[CH:14][CH:13]=[C:12]([C:16]2[CH:17]=[N:18][C:19]([NH2:22])=[CH:20][CH:21]=2)[CH:11]=1)=O)(C)(C)C.CC(OC(OC(OC(C)(C)C)=O)=O)(C)C.C([O-])(O)=O.[Na+].C(OC(=O)[NH:50][C:51]1[CH:56]=[C:55]([CH3:57])[C:54]([C:58]([F:61])([F:60])[F:59])=[CH:53][C:52]=1[NH2:62])(C)(C)C, predict the reaction product. The product is: [NH2:22][C:19]1[N:18]=[CH:17][C:16]([C:12]2[CH:11]=[C:10]([C:8]3[CH2:7][C:6](=[O:23])[NH:62][C:52]4[CH:53]=[C:54]([C:58]([F:59])([F:60])[F:61])[C:55]([CH3:57])=[CH:56][C:51]=4[N:50]=3)[CH:15]=[CH:14][CH:13]=2)=[CH:21][CH:20]=1. (4) The product is: [C:1]1([CH2:7][N:8]2[CH2:14][CH2:13][CH2:12][CH:11]([C:15]3[NH:24][C:23]4[C:18]([N:16]=3)=[N:19][CH:20]=[CH:21][CH:22]=4)[CH2:10][CH2:9]2)[CH:2]=[CH:3][CH:4]=[CH:5][CH:6]=1. Given the reactants [C:1]1([CH2:7][N:8]2[CH2:14][CH2:13][CH2:12][CH:11]([C:15]#[N:16])[CH2:10][CH2:9]2)[CH:6]=[CH:5][CH:4]=[CH:3][CH:2]=1.N[C:18]1[C:23]([NH2:24])=[CH:22][CH:21]=[CH:20][N:19]=1, predict the reaction product. (5) Given the reactants I[C:2]1[C:10]2[C:5](=[N:6][CH:7]=[C:8]([C:11]3[CH:16]=[CH:15][C:14]([N:17]4[CH2:22][CH2:21][N:20]([C:23]([O:25][C:26]([CH3:29])([CH3:28])[CH3:27])=[O:24])[CH2:19][CH2:18]4)=[CH:13][CH:12]=3)[CH:9]=2)[N:4]([S:30]([C:33]2[CH:39]=[CH:38][C:36]([CH3:37])=[CH:35][CH:34]=2)(=[O:32])=[O:31])[CH:3]=1.[CH3:40][C:41]1[C:45](B2OC(C)(C)C(C)(C)O2)=[C:44]([CH3:55])[N:43]([CH2:56][C:57]2[CH:62]=[CH:61][CH:60]=[C:59]([N+:63]([O-:65])=[O:64])[CH:58]=2)[N:42]=1.C(=O)([O-])[O-].[Na+].[Na+], predict the reaction product. The product is: [CH3:40][C:41]1[C:45]([C:2]2[C:10]3[C:5](=[N:6][CH:7]=[C:8]([C:11]4[CH:16]=[CH:15][C:14]([N:17]5[CH2:22][CH2:21][N:20]([C:23]([O:25][C:26]([CH3:29])([CH3:28])[CH3:27])=[O:24])[CH2:19][CH2:18]5)=[CH:13][CH:12]=4)[CH:9]=3)[N:4]([S:30]([C:33]3[CH:39]=[CH:38][C:36]([CH3:37])=[CH:35][CH:34]=3)(=[O:32])=[O:31])[CH:3]=2)=[C:44]([CH3:55])[N:43]([CH2:56][C:57]2[CH:62]=[CH:61][CH:60]=[C:59]([N+:63]([O-:65])=[O:64])[CH:58]=2)[N:42]=1. (6) Given the reactants Cl[C:2]1[N:7]=[C:6]2[N:8]=[C:9]([NH:12][C:13]([NH:15][CH2:16][CH3:17])=[O:14])[CH:10]=[CH:11][C:5]2=[N:4][CH:3]=1.C(N(CC)CC)C.[C:25]1([C:31]#[CH:32])[CH:30]=[CH:29][CH:28]=[CH:27][CH:26]=1.Cl, predict the reaction product. The product is: [CH2:16]([NH:15][C:13]([NH:12][C:9]1[CH:10]=[CH:11][C:5]2[C:6]([N:8]=1)=[N:7][C:2]([C:32]#[C:31][C:25]1[CH:30]=[CH:29][CH:28]=[CH:27][CH:26]=1)=[CH:3][N:4]=2)=[O:14])[CH3:17]. (7) The product is: [N:55]1[C:56]2[C:61](=[CH:60][CH:59]=[CH:58][CH:57]=2)[CH:62]=[CH:63][C:54]=1[NH:64][CH2:65][CH2:66][NH:67][C:68](=[O:74])[O:69][C:70]([CH3:72])([CH3:71])[CH3:73]. Given the reactants C1C=CC(P(C2C(C3C(P(C4C=CC=CC=4)C4C=CC=CC=4)=CC=C4C=3C=CC=C4)=C3C(C=CC=C3)=CC=2)C2C=CC=CC=2)=CC=1.C(=O)([O-])[O-].[Cs+].[Cs+].Cl[C:54]1[CH:63]=[CH:62][C:61]2[C:56](=[CH:57][CH:58]=[CH:59][CH:60]=2)[N:55]=1.[NH2:64][CH2:65][CH2:66][NH:67][C:68](=[O:74])[O:69][C:70]([CH3:73])([CH3:72])[CH3:71], predict the reaction product. (8) Given the reactants C[N:2](/[CH:4]=[C:5]1/[CH2:6][N:7]([C:11]([O:13][C:14]([CH3:17])([CH3:16])[CH3:15])=[O:12])[CH2:8][C:9]/1=[O:10])C.O.[NH2:19]N, predict the reaction product. The product is: [OH:10][C:9]12[CH2:8][N:7]([C:11]([O:13][C:14]([CH3:17])([CH3:16])[CH3:15])=[O:12])[CH2:6][CH:5]1[CH:4]=[N:2][NH:19]2. (9) Given the reactants [CH2:1]([O:3][C:4](=[O:20])[CH2:5][CH2:6][NH:7][C:8](=[O:19])[NH:9][C:10]1[S:11][CH:12]=[C:13]([CH3:18])[C:14]=1[C:15]([O-])=[O:16])[CH3:2].[O-]CC.[Na+], predict the reaction product. The product is: [CH3:18][C:13]1[C:14]2[C:15](=[O:16])[N:7]([CH2:6][CH2:5][C:4]([O:3][CH2:1][CH3:2])=[O:20])[C:8](=[O:19])[NH:9][C:10]=2[S:11][CH:12]=1.